From a dataset of Forward reaction prediction with 1.9M reactions from USPTO patents (1976-2016). Predict the product of the given reaction. (1) Given the reactants [Br:1][C:2]1[CH:7]=[CH:6][C:5]([OH:8])=[CH:4][N:3]=1.[CH:9](O)([CH3:11])[CH3:10], predict the reaction product. The product is: [Br:1][C:2]1[CH:7]=[CH:6][C:5]([O:8][CH:9]([CH3:11])[CH3:10])=[CH:4][N:3]=1. (2) Given the reactants Br[C:2]1[CH:3]=[C:4]2[C:8](=[CH:9][C:10]=1[NH:11][C:12]([C:14]1[C:23](=[O:24])[C:22]3[C:17](=[CH:18][CH:19]=[CH:20][CH:21]=3)[NH:16][CH:15]=1)=[O:13])[NH:7][CH:6]=[CH:5]2.[C:25]1(B(O)O)[CH:30]=[CH:29][CH:28]=[CH:27][CH:26]=1.C([O-])([O-])=O.[K+].[K+], predict the reaction product. The product is: [O:24]=[C:23]1[C:22]2[C:17](=[CH:18][CH:19]=[CH:20][CH:21]=2)[NH:16][CH:15]=[C:14]1[C:12]([NH:11][C:10]1[CH:9]=[C:8]2[C:4]([CH:5]=[CH:6][NH:7]2)=[CH:3][C:2]=1[C:25]1[CH:30]=[CH:29][CH:28]=[CH:27][CH:26]=1)=[O:13].